Dataset: Reaction yield outcomes from USPTO patents with 853,638 reactions. Task: Predict the reaction yield, written as a fraction of the theoretical maximum amount of product (1.0 means a 100% yield; for example, 0.34 means a 34% yield). The reactants are [CH3:1][C:2]1([CH3:36])[CH2:7][NH:6][CH2:5][CH2:4][N:3]1[CH2:8][C:9]1[N:10]([CH3:35])[C:11]2[C:16]([N:17]=1)=[C:15]([N:18]1[CH2:23][CH2:22][O:21][CH2:20][CH2:19]1)[N:14]=[C:13]([N:24]1[C:28]3[CH:29]=[CH:30][CH:31]=[CH:32][C:27]=3[N:26]=[C:25]1[CH2:33][CH3:34])[N:12]=2.Cl[CH2:38][C:39]([NH2:41])=[O:40].CCN(CC)CC. The catalyst is C(Cl)Cl. The product is [CH2:33]([C:25]1[N:24]([C:13]2[N:12]=[C:11]3[C:16]([N:17]=[C:9]([CH2:8][N:3]4[CH2:4][CH2:5][N:6]([CH2:38][C:39]([NH2:41])=[O:40])[CH2:7][C:2]4([CH3:1])[CH3:36])[N:10]3[CH3:35])=[C:15]([N:18]3[CH2:23][CH2:22][O:21][CH2:20][CH2:19]3)[N:14]=2)[C:28]2[CH:29]=[CH:30][CH:31]=[CH:32][C:27]=2[N:26]=1)[CH3:34]. The yield is 0.490.